Dataset: Catalyst prediction with 721,799 reactions and 888 catalyst types from USPTO. Task: Predict which catalyst facilitates the given reaction. (1) Reactant: [CH:1]1([C:4]2[N:8]3[CH:9]=[CH:10][CH:11]=[CH:12][C:7]3=[N:6][C:5]=2[C:13]([O:15]CC)=[O:14])[CH2:3][CH2:2]1.[OH-].[Na+].Cl. Product: [CH:1]1([C:4]2[N:8]3[CH:9]=[CH:10][CH:11]=[CH:12][C:7]3=[N:6][C:5]=2[C:13]([OH:15])=[O:14])[CH2:2][CH2:3]1. The catalyst class is: 24. (2) Reactant: C(OC(=O)[NH:7][CH2:8][CH2:9][C:10]1[CH:15]=[CH:14][C:13]([O:16][C:17]2[CH:22]=[CH:21][C:20]([F:23])=[CH:19][CH:18]=2)=[CH:12][CH:11]=1)(C)(C)C.C(O)(C(F)(F)F)=O. Product: [F:23][C:20]1[CH:21]=[CH:22][C:17]([O:16][C:13]2[CH:14]=[CH:15][C:10]([CH2:9][CH2:8][NH2:7])=[CH:11][CH:12]=2)=[CH:18][CH:19]=1. The catalyst class is: 793. (3) Reactant: [Cl:1][C:2]1[CH:7]=[CH:6][C:5]([C:8]2[N:9]([C:15]3[CH:20]=[CH:19][C:18]([S:21]([CH3:24])(=[O:23])=[O:22])=[CH:17][CH:16]=3)[CH:10]=[C:11]([CH2:13]O)[N:12]=2)=[CH:4][CH:3]=1.C(N(S(F)(F)[F:31])CC)C.O. Product: [Cl:1][C:2]1[CH:7]=[CH:6][C:5]([C:8]2[N:9]([C:15]3[CH:20]=[CH:19][C:18]([S:21]([CH3:24])(=[O:23])=[O:22])=[CH:17][CH:16]=3)[CH:10]=[C:11]([CH2:13][F:31])[N:12]=2)=[CH:4][CH:3]=1. The catalyst class is: 4. (4) Product: [CH2:27]([N:24]([CH2:25][CH3:26])[CH2:23][CH2:22][O:21][C:14]1[CH:15]=[CH:16][C:17]([NH2:18])=[C:12](/[CH:11]=[CH:10]/[C:3]2[C:4]3[C:9](=[CH:8][CH:7]=[CH:6][CH:5]=3)[NH:1][N:2]=2)[CH:13]=1)[CH3:28]. The catalyst class is: 8. Reactant: [NH:1]1[C:9]2[C:4](=[CH:5][CH:6]=[CH:7][CH:8]=2)[C:3](/[CH:10]=[CH:11]/[C:12]2[CH:13]=[C:14]([O:21][CH2:22][CH2:23][N:24]([CH2:27][CH3:28])[CH2:25][CH3:26])[CH:15]=[CH:16][C:17]=2[N+:18]([O-])=O)=[N:2]1.[Sn].Cl. (5) Reactant: [CH3:1][O:2][C:3]([CH:5]1[CH2:10][CH2:9][N:8]([C:11]([O:13][C:14]([CH3:17])([CH3:16])[CH3:15])=[O:12])[CH2:7][CH2:6]1)=[O:4].C([N-]C(C)C)(C)C.[Li+].Br[CH2:27][CH2:28][O:29][CH3:30]. Product: [CH3:1][O:2][C:3]([C:5]1([CH2:27][CH2:28][O:29][CH3:30])[CH2:6][CH2:7][N:8]([C:11]([O:13][C:14]([CH3:17])([CH3:16])[CH3:15])=[O:12])[CH2:9][CH2:10]1)=[O:4]. The catalyst class is: 7.